Dataset: Forward reaction prediction with 1.9M reactions from USPTO patents (1976-2016). Task: Predict the product of the given reaction. (1) Given the reactants C(OC(=O)[NH:7][CH2:8][CH:9]1[CH2:14][CH2:13][N:12]([CH2:15][C:16]2([OH:22])[CH2:21][CH2:20][O:19][CH2:18][CH2:17]2)[CH2:11][CH2:10]1)(C)(C)C.Cl.O1CCOCC1, predict the reaction product. The product is: [NH2:7][CH2:8][CH:9]1[CH2:14][CH2:13][N:12]([CH2:15][C:16]2([OH:22])[CH2:21][CH2:20][O:19][CH2:18][CH2:17]2)[CH2:11][CH2:10]1. (2) Given the reactants [F:1][C:2]([F:21])([F:20])[C:3]1[C:4]([C:9]2[CH:18]=[C:17]3[C:12]([C:13](O)=[CH:14][N:15]=[N:16]3)=[CH:11][CH:10]=2)=[N:5][CH:6]=[CH:7][CH:8]=1.P(Cl)(Cl)([Cl:24])=O, predict the reaction product. The product is: [Cl:24][C:13]1[C:12]2[C:17](=[CH:18][C:9]([C:4]3[C:3]([C:2]([F:21])([F:20])[F:1])=[CH:8][CH:7]=[CH:6][N:5]=3)=[CH:10][CH:11]=2)[N:16]=[N:15][CH:14]=1. (3) Given the reactants [C:1]([C:3]1[C:4]([C:17]2[CH:22]=[CH:21][CH:20]=[CH:19][CH:18]=2)=[N:5][C:6]2[C:11]([N:12]=1)=[CH:10][C:9]([C:13]([O:15]C)=[O:14])=[CH:8][CH:7]=2)#N.[OH-].[Na+].Cl, predict the reaction product. The product is: [C:4]([C:17]1[CH:22]=[CH:21][C:1]([C:3]2[C:4]([C:17]3[CH:18]=[CH:19][CH:20]=[CH:21][CH:22]=3)=[N:5][C:6]3[C:11]([N:12]=2)=[CH:10][C:9]([C:13]([OH:15])=[O:14])=[CH:8][CH:7]=3)=[CH:19][CH:18]=1)#[N:5]. (4) Given the reactants [H-].[Na+].C([O:5][C:6](=[O:33])[C:7]([CH3:32])([O:25][C:26]1[CH:31]=[CH:30][CH:29]=[CH:28][CH:27]=1)[CH2:8][C:9]1[CH:14]=[CH:13][C:12]([O:15][CH2:16][CH2:17][CH:18]2[CH2:22][NH:21][C:20](=[O:23])[N:19]2[CH3:24])=[CH:11][CH:10]=1)C.[F:34][C:35]([F:46])([F:45])[O:36][C:37]1[CH:44]=[CH:43][C:40]([CH2:41]Br)=[CH:39][CH:38]=1, predict the reaction product. The product is: [CH3:32][C:7]([O:25][C:26]1[CH:27]=[CH:28][CH:29]=[CH:30][CH:31]=1)([CH2:8][C:9]1[CH:10]=[CH:11][C:12]([O:15][CH2:16][CH2:17][CH:18]2[CH2:22][N:21]([CH2:41][C:40]3[CH:43]=[CH:44][C:37]([O:36][C:35]([F:34])([F:45])[F:46])=[CH:38][CH:39]=3)[C:20](=[O:23])[N:19]2[CH3:24])=[CH:13][CH:14]=1)[C:6]([OH:5])=[O:33]. (5) The product is: [Cl:22][C:10]1[N:9]=[C:8]([C:5]2[CH:6]=[CH:7][C:2]([Cl:1])=[C:3]([CH3:19])[CH:4]=2)[CH:13]=[C:12]([C:14]([F:17])([F:16])[F:15])[N:11]=1. Given the reactants [Cl:1][C:2]1[CH:7]=[CH:6][C:5]([C:8]2[CH:13]=[C:12]([C:14]([F:17])([F:16])[F:15])[NH:11][C:10](=O)[N:9]=2)=[CH:4][C:3]=1[CH3:19].P(Cl)(Cl)([Cl:22])=O, predict the reaction product.